From a dataset of Reaction yield outcomes from USPTO patents with 853,638 reactions. Predict the reaction yield, written as a fraction of the theoretical maximum amount of product (1.0 means a 100% yield; for example, 0.34 means a 34% yield). (1) The reactants are [CH3:1][C:2]1[CH:6]=[C:5]([CH3:7])[NH:4][C:3]=1[CH2:8][C:9]1[CH:14]=[CH:13][CH:12]=[CH:11][C:10]=1[S:15]([N:18]1[CH2:22][CH2:21][CH2:20][CH2:19]1)(=[O:17])=[O:16].[CH3:23][N:24](C=O)C. The catalyst is C(#N)C. The product is [CH3:7][C:5]1[NH:4][C:3]([CH2:8][C:9]2[CH:14]=[CH:13][CH:12]=[CH:11][C:10]=2[S:15]([N:18]2[CH2:22][CH2:21][CH2:20][CH2:19]2)(=[O:17])=[O:16])=[C:2]([CH3:1])[C:6]=1[C:23]#[N:24]. The yield is 0.830. (2) The reactants are Cl.[NH2:2][C@@H:3]([CH2:8][CH2:9][CH2:10][C:11]([CH3:16])([N+:13]([O-:15])=[O:14])[CH3:12])[C:4]([O:6][CH3:7])=[O:5].O.C(=O)([O-])O.[Na+].[C:23]([O:27][C:28](O[C:28]([O:27][C:23]([CH3:26])([CH3:25])[CH3:24])=[O:29])=[O:29])([CH3:26])([CH3:25])[CH3:24]. The catalyst is CO. The product is [C:23]([O:27][C:28]([NH:2][C@@H:3]([CH2:8][CH2:9][CH2:10][C:11]([CH3:16])([N+:13]([O-:15])=[O:14])[CH3:12])[C:4]([O:6][CH3:7])=[O:5])=[O:29])([CH3:26])([CH3:25])[CH3:24]. The yield is 0.805. (3) The yield is 0.420. The product is [N:1]1[C:9]2[C@@H:8]([NH2:10])[CH2:7][CH2:6][C:5]=2[CH:4]=[CH:3][CH:2]=1. The reactants are [N:1]1[C:9]2[C@H:8]([NH:10]C(=O)C)[CH2:7][CH2:6][C:5]=2[CH:4]=[CH:3][CH:2]=1.Cl. The catalyst is C(Cl)(Cl)Cl. (4) The reactants are [N:1]1[CH:6]=[CH:5][CH:4]=[C:3]([NH:7][C:8](=[O:15])OCC(Cl)(Cl)Cl)[CH:2]=1.[F:16][C:17]([F:36])([F:35])[C:18]1[CH:19]=[C:20]([C:24]2[N:25]=[C:26]([N:29]3[CH2:34][CH2:33][NH:32][CH2:31][CH2:30]3)[S:27][CH:28]=2)[CH:21]=[CH:22][CH:23]=1.C(N(C(C)C)CC)(C)C.O. The catalyst is CS(C)=O. The product is [N:1]1[CH:6]=[CH:5][CH:4]=[C:3]([NH:7][C:8]([N:32]2[CH2:33][CH2:34][N:29]([C:26]3[S:27][CH:28]=[C:24]([C:20]4[CH:21]=[CH:22][CH:23]=[C:18]([C:17]([F:36])([F:16])[F:35])[CH:19]=4)[N:25]=3)[CH2:30][CH2:31]2)=[O:15])[CH:2]=1. The yield is 0.272. (5) The reactants are [NH2:1][C:2]1[S:3][C:4]([N:12]2[CH2:17][CH2:16][O:15][CH2:14][CH2:13]2)=[C:5]([C:7]2[O:8][CH:9]=[CH:10][CH:11]=2)[N:6]=1.[C:18]([O:22][C:23]([N:25]1[CH2:30][CH2:29][CH:28]([C:31](O)=[O:32])[CH2:27][CH2:26]1)=[O:24])([CH3:21])([CH3:20])[CH3:19].C1CN([P+](ON2N=NC3C=CC=CC2=3)(N2CCCC2)N2CCCC2)CC1.F[P-](F)(F)(F)(F)F.C(N(CC)CC)C. The catalyst is CN(C=O)C.O. The product is [C:18]([O:22][C:23]([N:25]1[CH2:30][CH2:29][CH:28]([C:31]([NH:1][C:2]2[S:3][C:4]([N:12]3[CH2:13][CH2:14][O:15][CH2:16][CH2:17]3)=[C:5]([C:7]3[O:8][CH:9]=[CH:10][CH:11]=3)[N:6]=2)=[O:32])[CH2:27][CH2:26]1)=[O:24])([CH3:21])([CH3:20])[CH3:19]. The yield is 0.680. (6) The reactants are [NH2:1][CH2:2][C@H:3]1[CH2:7][CH2:6][C@@H:5]([C:8]([OH:10])=[O:9])[CH2:4]1.C([O-])([O-])=O.[Na+].[Na+].[C:17](O[C:17]([O:19][C:20]([CH3:23])([CH3:22])[CH3:21])=[O:18])([O:19][C:20]([CH3:23])([CH3:22])[CH3:21])=[O:18].Cl. The catalyst is C1COCC1.O.CCOC(C)=O. The product is [C:20]([O:19][C:17]([NH:1][CH2:2][C@H:3]1[CH2:7][CH2:6][C@@H:5]([C:8]([OH:10])=[O:9])[CH2:4]1)=[O:18])([CH3:23])([CH3:22])[CH3:21]. The yield is 0.350.